This data is from Experimentally validated miRNA-target interactions with 360,000+ pairs, plus equal number of negative samples. The task is: Binary Classification. Given a miRNA mature sequence and a target amino acid sequence, predict their likelihood of interaction. (1) The miRNA is mmu-miR-340-3p with sequence UCCGUCUCAGUUACUUUAUAGC. The protein sequence of the target gene is MACRCLSFLLMGTFLSVSQTVLAQLDALLVFPGQVAQLSCTLSPQHVTIRDYGVSWYQQRAGSAPRYLLYYRSEEDHHRPADIPDRFSAAKDEAHNACVLTISPVQPEDDADYYCSVGYGFSP. Result: 0 (no interaction). (2) The miRNA is mmu-miR-466d-5p with sequence UGUGUGUGCGUACAUGUACAUG. The protein sequence of the target gene is MQPSEMVMNPKQVFLSVLIFGVAGLLLFMYLQVWIEEQHTGRVEKRREQKVTSGWGPVKYLRPVPRIMSTEKIQEHITNQNPKFHMPEDVREKKENLLLNSERSTRLLTKTSHSQGGDQALSKSTGSPTEKLIEKRQGAKTVFNKFSNMNWPVDIHPLNKSLVKDNKWKKTEETQEKRRSFLQEFCKKYGGVSHHQSHLFHTVSRIYVEDKHKILYCEVPKAGCSNWKRILMVLNGLASSAYNISHNAVHYGKHLKKLDSFDLKGIYTRLNTYTKAVFVRDPMERLVSAFRDKFEHPNSY.... Result: 0 (no interaction). (3) The miRNA is hsa-miR-513b-5p with sequence UUCACAAGGAGGUGUCAUUUAU. The protein sequence of the target gene is MEQLRPFFLLLAIFVASLVNAEVHFHEFVIQETPVKRLCRVHNSITVNGQFPGPTLEVRNGDSLVITAINKARYNISLHWHGIRQMRNPWADGPEYITQCPIQPGGSYTYRFTMEDQEGTLWWHAHSRWLRATVYGALIIRPPLSSPHYPFPVIPKREITLLLGEWWDRNPMDVLNLAQFTGAAPNISDAFTINGQPGDLYRCSSQETLRFLVGSGEIVLLRVINSALNQELFFGVANHKLTVVAADASYTKPFSTNVIMLGPGQTTDVLLTADQPPAHYYMAAHAYNSANAAFDNTTTT.... Result: 0 (no interaction).